Predict the reactants needed to synthesize the given product. From a dataset of Full USPTO retrosynthesis dataset with 1.9M reactions from patents (1976-2016). (1) Given the product [ClH:21].[I:1][CH:2]1[CH2:10][CH:9]2[CH2:11][C:5]3([NH2:13])[CH2:6][CH:7]([CH2:12][CH:3]1[CH2:4]3)[CH2:8]2.[ClH:21], predict the reactants needed to synthesize it. The reactants are: [I:1][CH:2]1[CH2:10][CH:9]2[CH2:11][C:5]3([NH:13]C(=O)OC(C)(C)C)[CH2:6][CH:7]([CH2:12][CH:3]1[CH2:4]3)[CH2:8]2.[ClH:21]. (2) The reactants are: [Br:1][C:2]1[CH:15]=[C:14]2[C:5]([O:6][C:7]3[C:8]([F:19])=[CH:9][C:10]([O:17][CH3:18])=[CH:11][C:12]=3[CH:13]2Cl)=[CH:4][CH:3]=1.O1CCOCC1.[NH3:26]. Given the product [Br:1][C:2]1[CH:15]=[C:14]2[C:5]([O:6][C:7]3[C:8]([F:19])=[CH:9][C:10]([O:17][CH3:18])=[CH:11][C:12]=3[CH:13]2[NH2:26])=[CH:4][CH:3]=1, predict the reactants needed to synthesize it. (3) Given the product [O:1]1[CH:5]=[CH:4][CH:3]=[C:2]1[C:15]([C@H:17]1[CH2:18][N:19]([C@@H:23]([C:25]2[CH:30]=[CH:29][CH:28]=[CH:27][CH:26]=2)[CH3:24])[C:20](=[O:22])[CH2:21]1)=[O:16], predict the reactants needed to synthesize it. The reactants are: [O:1]1[CH:5]=[CH:4][CH:3]=[C:2]1[Mg]Br.O1C=CC=C1.CN(OC)[C:15]([CH:17]1[CH2:21][C:20](=[O:22])[N:19]([C@@H:23]([C:25]2[CH:30]=[CH:29][CH:28]=[CH:27][CH:26]=2)[CH3:24])[CH2:18]1)=[O:16].Cl.